Dataset: Reaction yield outcomes from USPTO patents with 853,638 reactions. Task: Predict the reaction yield, written as a fraction of the theoretical maximum amount of product (1.0 means a 100% yield; for example, 0.34 means a 34% yield). The reactants are [O:1]=[C:2]1[C:7]([CH2:8][C:9]2[CH:14]=[CH:13][C:12]([C:15]3[C:16]([C:21]#[N:22])=[CH:17][CH:18]=[CH:19][CH:20]=3)=[CH:11][CH:10]=2)=[C:6]([CH2:23][CH2:24][CH3:25])[N:5]2[N:26]=[CH:27][N:28]=[C:4]2[NH:3]1.[CH3:29][O:30][C:31]1[CH:32]=[C:33](B(O)O)[CH:34]=[CH:35][C:36]=1[O:37][CH3:38].C(N(CC)CC)C.N1C=CC=CC=1. The catalyst is ClCCl.C(OCC)(=O)C.C([O-])(=O)C.[Cu+2].C([O-])(=O)C. The product is [CH3:29][O:30][C:31]1[CH:32]=[C:33]([N:3]2[C:2](=[O:1])[C:7]([CH2:8][C:9]3[CH:10]=[CH:11][C:12]([C:15]4[C:16]([C:21]#[N:22])=[CH:17][CH:18]=[CH:19][CH:20]=4)=[CH:13][CH:14]=3)=[C:6]([CH2:23][CH2:24][CH3:25])[N:5]3[N:26]=[CH:27][N:28]=[C:4]23)[CH:34]=[CH:35][C:36]=1[O:37][CH3:38]. The yield is 0.850.